This data is from Catalyst prediction with 721,799 reactions and 888 catalyst types from USPTO. The task is: Predict which catalyst facilitates the given reaction. (1) Reactant: [CH3:1][O:2][CH:3]([O:12][CH3:13])[C:4]1[C:9]([CH2:10][OH:11])=[CH:8][CH:7]=[CH:6][N:5]=1. Product: [CH3:1][O:2][CH:3]([O:12][CH3:13])[C:4]1[C:9]([CH:10]=[O:11])=[CH:8][CH:7]=[CH:6][N:5]=1. The catalyst class is: 784. (2) Reactant: N1CCC[C@H:2]1C(O)=O.N1CCC[C@H]1C(N)=O.[NH2:17][C@H:18]([C:26]([OH:28])=[O:27])[CH2:19][C:20]1[CH:25]=[CH:24][CH:23]=[CH:22][CH:21]=1.Cl.S(Cl)([Cl:32])=O. Product: [ClH:32].[CH3:2][O:27][C:26](=[O:28])[C@H:18]([CH2:19][C:20]1[CH:25]=[CH:24][CH:23]=[CH:22][CH:21]=1)[NH2:17]. The catalyst class is: 5. (3) Reactant: [CH2:1]([O:3][C:4]1([O:13][CH2:14][CH3:15])[CH2:7][CH:6]([C:8](OCC)=[O:9])[CH2:5]1)[CH3:2].[H-].[Al+3].[Li+].[H-].[H-].[H-].O1CCCC1.C([O-])(=O)C(C(C([O-])=O)O)O.[Na+].[K+]. Product: [CH2:14]([O:13][C:4]1([O:3][CH2:1][CH3:2])[CH2:7][CH:6]([CH2:8][OH:9])[CH2:5]1)[CH3:15]. The catalyst class is: 7. (4) Reactant: [CH3:1][C@H:2]1[NH:7][CH2:6][CH2:5][N:4]([C:8]2[N:9]([CH2:30][C:31]([F:34])([F:33])[F:32])[C:10]3[C:15]([N:16]=2)=[C:14]([N:17]2[CH2:22][CH2:21][O:20][CH2:19][CH2:18]2)[N:13]=[C:12]([C:23]2[CH:24]=[N:25][C:26]([NH2:29])=[N:27][CH:28]=2)[N:11]=3)[CH2:3]1.[CH3:35]N(CCS(O)(=O)=O)C.[OH-:44].[Na+]. Product: [NH2:29][C:26]1[N:27]=[CH:28][C:23]([C:12]2[N:11]=[C:10]3[C:15]([N:16]=[C:8]([N:4]4[CH2:5][CH2:6][N:7]([CH:35]=[O:44])[C@H:2]([CH3:1])[CH2:3]4)[N:9]3[CH2:30][C:31]([F:34])([F:32])[F:33])=[C:14]([N:17]3[CH2:18][CH2:19][O:20][CH2:21][CH2:22]3)[N:13]=2)=[CH:24][N:25]=1. The catalyst class is: 7. (5) Reactant: [C:1]([C:4]1[CH:5]=[CH:6][C:7]2[NH:13][CH:12]([CH2:14][C:15]([O:17][CH3:18])=[O:16])[C:11](=[O:19])[N:10]([CH3:20])[CH2:9][C:8]=2[CH:21]=1)([OH:3])=O.S(Cl)(Cl)=O.Cl.Cl.[NH2:28][CH2:29][C:30]1[NH:31][C:32]2[CH:38]=[CH:37][CH:36]=[CH:35][C:33]=2[N:34]=1.N1C=CC=CC=1.C(N(CC)CC)C.C([O-])(O)=O.[Na+]. Product: [N:31]1[C:32]2[CH:38]=[CH:37][CH:36]=[CH:35][C:33]=2[NH:34][C:30]=1[CH2:29][NH:28][C:1]([C:4]1[CH:5]=[CH:6][C:7]2[NH:13][CH:12]([CH2:14][C:15]([O:17][CH3:18])=[O:16])[C:11](=[O:19])[N:10]([CH3:20])[CH2:9][C:8]=2[CH:21]=1)=[O:3]. The catalyst class is: 2.